From a dataset of Catalyst prediction with 721,799 reactions and 888 catalyst types from USPTO. Predict which catalyst facilitates the given reaction. (1) The catalyst class is: 25. Product: [C:1]([N:9]1[CH2:14][CH2:13][N:12]([C:15](=[O:25])[C:16]([C:18]2[CH:23]=[CH:22][C:21]([N:27]3[CH:31]=[N:30][CH:29]=[N:28]3)=[CH:20][CH:19]=2)=[O:17])[CH:11]([CH3:26])[CH2:10]1)(=[O:8])[C:2]1[CH:7]=[CH:6][CH:5]=[CH:4][CH:3]=1. Reactant: [C:1]([N:9]1[CH2:14][CH2:13][N:12]([C:15](=[O:25])[C:16]([C:18]2[CH:23]=[CH:22][C:21](I)=[CH:20][CH:19]=2)=[O:17])[CH:11]([CH3:26])[CH2:10]1)(=[O:8])[C:2]1[CH:7]=[CH:6][CH:5]=[CH:4][CH:3]=1.[NH:27]1[CH:31]=[N:30][CH:29]=[N:28]1.[OH-].[K+].CO.C(Cl)(Cl)Cl. (2) Reactant: [C:1]([O:5][C:6](=[O:22])[N:7]([C@@H:9]([C:11]1[CH:20]=[CH:19][C:18]2[C:13](=[CH:14][C:15](Br)=[CH:16][CH:17]=2)[N:12]=1)[CH3:10])[CH3:8])([CH3:4])([CH3:3])[CH3:2].[O:23]=[C:24]1[CH2:29][CH2:28][C:27]([CH:33]=[CH2:34])([C:30]([OH:32])=[O:31])[CH2:26][CH2:25]1.C1(C)C=CC=CC=1P(C1C=CC=CC=1C)C1C=CC=CC=1C.C(N(CC)CC)C. Product: [C:1]([O:5][C:6]([N:7]([CH3:8])[C@@H:9]([C:11]1[CH:20]=[CH:19][C:18]2[C:13](=[CH:14][C:15](/[CH:34]=[CH:33]/[C:27]3([C:30]([OH:32])=[O:31])[CH2:28][CH2:29][C:24](=[O:23])[CH2:25][CH2:26]3)=[CH:16][CH:17]=2)[N:12]=1)[CH3:10])=[O:22])([CH3:4])([CH3:3])[CH3:2]. The catalyst class is: 160. (3) Reactant: C(=O)([O-])[O-].[Cs+].[Cs+].[OH:7][C:8]1[CH:15]=[C:14]([O:16][CH2:17][C:18]2[C:19]([CH3:30])=[C:20]([C:24]3[CH:29]=[CH:28][CH:27]=[CH:26][CH:25]=3)[CH:21]=[CH:22][CH:23]=2)[CH:13]=[CH:12][C:9]=1[CH:10]=[O:11].Cl[CH2:32][CH2:33][CH2:34][CH2:35][C:36]#[N:37]. Product: [CH:10]([C:9]1[CH:12]=[CH:13][C:14]([O:16][CH2:17][C:18]2[C:19]([CH3:30])=[C:20]([C:24]3[CH:29]=[CH:28][CH:27]=[CH:26][CH:25]=3)[CH:21]=[CH:22][CH:23]=2)=[CH:15][C:8]=1[O:7][CH2:32][CH2:33][CH2:34][CH2:35][C:36]#[N:37])=[O:11]. The catalyst class is: 9. (4) Reactant: Br[C:2]1[C:3]([C:31]#[N:32])=[CH:4][CH:5]=[C:6]2[C:14]=1[NH:13][C:12]1[C:11]([CH3:16])([CH3:15])[C:10]3[CH:17]=[C:18]([O:21][CH2:22][C@H:23]4[CH2:27][O:26][C:25]([CH3:29])([CH3:28])[O:24]4)[CH:19]=[CH:20][C:9]=3[C:8](=[O:30])[C:7]2=1.[Cu][C:34]#[N:35].O. The catalyst class is: 44. Product: [CH3:29][C:25]1([CH3:28])[O:24][C@@H:23]([CH2:22][O:21][C:18]2[CH:19]=[CH:20][C:9]3[C:8](=[O:30])[C:7]4[C:6]5[C:14](=[C:2]([C:34]#[N:35])[C:3]([C:31]#[N:32])=[CH:4][CH:5]=5)[NH:13][C:12]=4[C:11]([CH3:15])([CH3:16])[C:10]=3[CH:17]=2)[CH2:27][O:26]1. (5) Reactant: Br[C:2]1[CH:7]=[CH:6][CH:5]=[CH:4][C:3]=1[C:8]([F:11])([F:10])[F:9].C([Li])(C)(C)C.CON(C)[C:20]([CH:22]1[CH2:27][CH2:26][N:25]([C:28]([O:30][C:31]([CH3:34])([CH3:33])[CH3:32])=[O:29])[CH2:24][CH2:23]1)=[O:21]. Product: [C:31]([O:30][C:28]([N:25]1[CH2:26][CH2:27][CH:22]([C:20]([C:2]2[CH:7]=[CH:6][CH:5]=[CH:4][C:3]=2[C:8]([F:11])([F:10])[F:9])=[O:21])[CH2:23][CH2:24]1)=[O:29])([CH3:34])([CH3:33])[CH3:32]. The catalyst class is: 1. (6) Reactant: [H-].[Na+].CS([CH:7]1[CH2:12][CH2:11][N:10]([C:13]([O:15][C:16]([CH3:19])([CH3:18])[CH3:17])=[O:14])[CH:9](O)[CH2:8]1)(=O)=O.C1(O)C=CC=CC=1. Product: [C:13]([N:10]1[CH2:9][CH2:8][CH2:7][CH2:12][CH2:11]1)([O:15][C:16]([CH3:19])([CH3:18])[CH3:17])=[O:14]. The catalyst class is: 9. (7) Reactant: [Cl-].[Al+3].[Cl-].[Cl-].[C:5]1([C:11]2[CH:15]=[CH:14][NH:13][CH:12]=2)[CH:10]=[CH:9][CH:8]=[CH:7][CH:6]=1.[Cl:16][C:17]1[N:25]=[CH:24][CH:23]=[CH:22][C:18]=1[C:19](Cl)=[O:20]. Product: [Cl:16][C:17]1[C:18]([C:19]([C:12]2[NH:13][CH:14]=[CH:15][C:11]=2[C:5]2[CH:6]=[CH:7][CH:8]=[CH:9][CH:10]=2)=[O:20])=[CH:22][CH:23]=[CH:24][N:25]=1. The catalyst class is: 124.